From a dataset of Reaction yield outcomes from USPTO patents with 853,638 reactions. Predict the reaction yield, written as a fraction of the theoretical maximum amount of product (1.0 means a 100% yield; for example, 0.34 means a 34% yield). (1) The reactants are [C:1]([C:4]1[C:9]([F:10])=[CH:8][C:7]([N:11]2[CH2:16][C@@H:15]3[CH2:17][C@H:12]2[CH2:13][N:14]3[C:18]([O:20][C:21]([CH3:24])([CH3:23])[CH3:22])=[O:19])=[CH:6][C:5]=1[F:25])(=[O:3])[CH3:2]. The catalyst is COC(OC)N(C)C. The product is [CH3:7][N:11]([CH3:16])/[CH:12]=[CH:2]/[C:1]([C:4]1[C:5]([F:25])=[CH:6][C:7]([N:11]2[CH2:16][C@@H:15]3[CH2:17][C@H:12]2[CH2:13][N:14]3[C:18]([O:20][C:21]([CH3:24])([CH3:23])[CH3:22])=[O:19])=[CH:8][C:9]=1[F:10])=[O:3]. The yield is 0.990. (2) The reactants are [NH2:1][C:2]1[N:7]=[C:6]([NH:8][C:9]2[CH:10]=[CH:11][C:12]([NH:15]C(=O)C)=[N:13][CH:14]=2)[CH:5]=[C:4]([CH3:19])[N:3]=1.Cl.O. The catalyst is O1CCOCC1.CO. The product is [NH2:15][C:12]1[N:13]=[CH:14][C:9]([NH:8][C:6]2[CH:5]=[C:4]([CH3:19])[N:3]=[C:2]([NH2:1])[N:7]=2)=[CH:10][CH:11]=1. The yield is 0.990.